Dataset: Choline transporter screen with 302,306 compounds. Task: Binary Classification. Given a drug SMILES string, predict its activity (active/inactive) in a high-throughput screening assay against a specified biological target. (1) The compound is O=C(N1C2CC(C(C(C2)(C)C)C)C1)Nc1cc2nccnc2cc1. The result is 0 (inactive). (2) The molecule is O=C(NC1CCCc2c1cccc2)c1n[nH]c(=O)c2c1cccc2. The result is 0 (inactive). (3) The compound is S(=O)(=O)(c1ccc([N+]([O-])=O)cc1)c1sc(NC(=O)c2cc3c(cc2)cccc3)nc1. The result is 0 (inactive).